Task: Predict the reaction yield, written as a fraction of the theoretical maximum amount of product (1.0 means a 100% yield; for example, 0.34 means a 34% yield).. Dataset: Reaction yield outcomes from USPTO patents with 853,638 reactions (1) The reactants are CO[C:3]([C:5]1[CH:10]=[CH:9][N:8]=[C:7]([NH2:11])[CH:6]=1)=[O:4].[CH3:12][Li]. The catalyst is C1COCC1. The product is [NH2:11][C:7]1[CH:6]=[C:5]([C:3](=[O:4])[CH3:12])[CH:10]=[CH:9][N:8]=1. The yield is 0.200. (2) The reactants are [CH2:1]([C:8]1[CH:16]=[CH:15][CH:14]=[CH:13][C:9]=1[C:10]([OH:12])=O)[C:2]1[CH:7]=[CH:6][CH:5]=[CH:4][CH:3]=1.C(Cl)(=O)C(Cl)=O.[F:23][C:24]([F:45])([F:44])[O:25][C:26]1[CH:31]=[CH:30][C:29]([N:32]2[CH:36]=[N:35][C:34]([C:37]3[CH:43]=[CH:42][C:40]([NH2:41])=[CH:39][CH:38]=3)=[N:33]2)=[CH:28][CH:27]=1.C(N(CC)C(C)C)(C)C. The catalyst is ClCCl.O1CCCC1. The product is [CH2:1]([C:8]1[CH:16]=[CH:15][CH:14]=[CH:13][C:9]=1[C:10]([NH:41][C:40]1[CH:42]=[CH:43][C:37]([C:34]2[N:35]=[CH:36][N:32]([C:29]3[CH:30]=[CH:31][C:26]([O:25][C:24]([F:23])([F:45])[F:44])=[CH:27][CH:28]=3)[N:33]=2)=[CH:38][CH:39]=1)=[O:12])[C:2]1[CH:3]=[CH:4][CH:5]=[CH:6][CH:7]=1. The yield is 0.430. (3) The reactants are [CH3:1][O:2][C:3]1[CH:7]=[C:6]([C:8]([OH:10])=O)[N:5]([CH3:11])[N:4]=1.O1CCCC1.C(Cl)(=O)C(Cl)=O.[NH2:23][C:24]1[CH:25]=[C:26]([CH:43]=[CH:44][C:45]=1[F:46])[O:27][C:28]1[CH:29]=[CH:30][C:31]2[N:32]([CH:34]=[C:35]([NH:37][C:38]([CH:40]3[CH2:42][CH2:41]3)=[O:39])[N:36]=2)[N:33]=1. The catalyst is CN(C)C=O.CN1CCCC1=O. The product is [CH:40]1([C:38]([NH:37][C:35]2[N:36]=[C:31]3[CH:30]=[CH:29][C:28]([O:27][C:26]4[CH:43]=[CH:44][C:45]([F:46])=[C:24]([NH:23][C:8]([C:6]5[N:5]([CH3:11])[N:4]=[C:3]([O:2][CH3:1])[CH:7]=5)=[O:10])[CH:25]=4)=[N:33][N:32]3[CH:34]=2)=[O:39])[CH2:41][CH2:42]1. The yield is 0.360.